Dataset: Full USPTO retrosynthesis dataset with 1.9M reactions from patents (1976-2016). Task: Predict the reactants needed to synthesize the given product. (1) Given the product [CH3:23][N:24]([CH3:50])[C:25]([C:27]1[N:44]([CH:45]2[CH2:49][CH2:48][CH2:47][CH2:46]2)[C:30]2[N:31]=[C:32]([NH:35][C:36]3[CH:41]=[CH:40][C:39]([CH:42]=[O:43])=[CH:38][N:37]=3)[N:33]=[CH:34][C:29]=2[CH:28]=1)=[O:26], predict the reactants needed to synthesize it. The reactants are: CC(OI1(OC(C)=O)(OC(C)=O)OC(=O)C2C=CC=CC1=2)=O.[CH3:23][N:24]([CH3:50])[C:25]([C:27]1[N:44]([CH:45]2[CH2:49][CH2:48][CH2:47][CH2:46]2)[C:30]2[N:31]=[C:32]([NH:35][C:36]3[CH:41]=[CH:40][C:39]([CH2:42][OH:43])=[CH:38][N:37]=3)[N:33]=[CH:34][C:29]=2[CH:28]=1)=[O:26].C1COCC1.[OH-].[Na+]. (2) Given the product [F:1][C:2]1[CH:7]=[CH:6][C:5]([C:8]2[CH:13]=[CH:12][CH:11]=[CH:10][C:9]=2[C:18]2[CH:23]=[CH:22][C:21]([S:24]([NH2:27])(=[O:26])=[O:25])=[CH:20][CH:19]=2)=[CH:4][CH:3]=1, predict the reactants needed to synthesize it. The reactants are: [F:1][C:2]1[CH:7]=[CH:6][C:5]([C:8]2[CH:13]=[CH:12][CH:11]=[CH:10][C:9]=2B(O)O)=[CH:4][CH:3]=1.Br[C:18]1[CH:23]=[CH:22][C:21]([S:24]([NH2:27])(=[O:26])=[O:25])=[CH:20][CH:19]=1. (3) The reactants are: [CH3:1][N:2]1[C:10]([CH2:11][N:12]2[CH2:17][CH2:16][CH:15]([C:18]([OH:21])([CH3:20])[CH3:19])[CH2:14][CH2:13]2)=[N:9][C:8]2[C:3]1=[N:4][C:5]([Sn](CCCC)(CCCC)CCCC)=[N:6][C:7]=2[N:22]1[CH2:27][CH2:26][O:25][CH2:24][CH2:23]1.Br[C:42]1[C:43]2[N:44]([CH:48]=[N:49][CH:50]=2)[CH:45]=[CH:46][CH:47]=1. Given the product [CH:50]1[N:49]=[CH:48][N:44]2[CH:45]=[CH:46][CH:47]=[C:42]([C:5]3[N:4]=[C:3]4[C:8]([N:9]=[C:10]([CH2:11][N:12]5[CH2:13][CH2:14][CH:15]([C:18]([OH:21])([CH3:20])[CH3:19])[CH2:16][CH2:17]5)[N:2]4[CH3:1])=[C:7]([N:22]4[CH2:27][CH2:26][O:25][CH2:24][CH2:23]4)[N:6]=3)[C:43]=12, predict the reactants needed to synthesize it. (4) Given the product [CH3:1][O:2][C:3]1[C:8]2[CH:9]=[C:10]([C:12]3[CH:13]=[C:22]([C:23]([OH:28])=[O:30])[C:21]4[C:25](=[CH:26][CH:27]=[C:19]([O:18][CH3:17])[CH:20]=4)[N:24]=3)[O:11][C:7]=2[CH:6]=[C:5]([O:15][CH3:16])[CH:4]=1, predict the reactants needed to synthesize it. The reactants are: [CH3:1][O:2][C:3]1[C:8]2[CH:9]=[C:10]([C:12](=O)[CH3:13])[O:11][C:7]=2[CH:6]=[C:5]([O:15][CH3:16])[CH:4]=1.[CH3:17][O:18][C:19]1[CH:20]=[C:21]2[C:25](=[CH:26][CH:27]=1)[NH:24][C:23](=[O:28])[C:22]2=O.[OH-:30].[K+].O. (5) Given the product [N:18]1[CH:17]=[CH:16][C:15]([C:14]2[O:21][C:2]3[CH:7]=[CH:6][C:5]([S:8][C:9]([F:10])([F:11])[F:12])=[CH:4][C:3]=3[N:13]=2)=[CH:20][CH:19]=1, predict the reactants needed to synthesize it. The reactants are: O[C:2]1[CH:7]=[CH:6][C:5]([S:8][C:9]([F:12])([F:11])[F:10])=[CH:4][C:3]=1[NH:13][C:14](=[O:21])[C:15]1[CH:20]=[CH:19][N:18]=[CH:17][CH:16]=1.O1CCCC1.C1(P(C2C=CC=CC=2)C2C=CC=CC=2)C=CC=CC=1.N(C(OCC)=O)=NC(OCC)=O. (6) Given the product [Br:1][C:21]1[C:22](=[O:25])[NH:23][C:24]2[C:19]([C:20]=1[NH:26][C:27]1[C:32]([Cl:33])=[CH:31][N:30]=[CH:29][C:28]=1[Cl:34])=[CH:18][CH:17]=[C:16]([O:35][CH3:36])[C:15]=2[O:14][CH:9]1[CH2:10][CH2:11][CH2:12][CH2:13]1, predict the reactants needed to synthesize it. The reactants are: [Br:1]N1C(=O)CCC1=O.[CH:9]1([O:14][C:15]2[C:16]([O:35][CH3:36])=[CH:17][CH:18]=[C:19]3[C:24]=2[NH:23][C:22](=[O:25])[CH:21]=[C:20]3[NH:26][C:27]2[C:32]([Cl:33])=[CH:31][N:30]=[CH:29][C:28]=2[Cl:34])[CH2:13][CH2:12][CH2:11][CH2:10]1.CN(C)C=O. (7) Given the product [CH2:1]([O:8][C:9]1[CH:13]=[C:12]([CH:14]=[O:15])[N:11]([CH:16]([CH3:18])[CH3:17])[N:10]=1)[C:2]1[CH:3]=[CH:4][CH:5]=[CH:6][CH:7]=1, predict the reactants needed to synthesize it. The reactants are: [CH2:1]([O:8][C:9]1[CH:13]=[C:12]([CH2:14][OH:15])[N:11]([CH:16]([CH3:18])[CH3:17])[N:10]=1)[C:2]1[CH:7]=[CH:6][CH:5]=[CH:4][CH:3]=1. (8) Given the product [O:19]1[CH2:20][CH2:15][CH2:16][CH2:17][CH:18]1[N:1]1[C:5]2=[N:6][CH:7]=[CH:8][CH:9]=[C:4]2[C:3]([CH2:10][C:11]([O:13][CH3:14])=[O:12])=[N:2]1, predict the reactants needed to synthesize it. The reactants are: [NH:1]1[C:5]2=[N:6][CH:7]=[CH:8][CH:9]=[C:4]2[C:3]([CH2:10][C:11]([O:13][CH3:14])=[O:12])=[N:2]1.[CH2:15]1[CH2:20][O:19][CH:18]=[CH:17][CH2:16]1.C(C1C(=O)C(Cl)=C(Cl)C(=O)C=1C#N)#N. (9) Given the product [C:13]([C:9]1[C:10]([O:12][CH2:16][C:17]([NH2:19])=[O:18])=[N:11][C:6]([C:2]2[O:1][CH:5]=[CH:4][CH:3]=2)=[CH:7][CH:8]=1)#[N:14], predict the reactants needed to synthesize it. The reactants are: [O:1]1[CH:5]=[CH:4][CH:3]=[C:2]1[C:6]1[NH:11][C:10](=[O:12])[C:9]([C:13]#[N:14])=[CH:8][CH:7]=1.Cl[CH2:16][C:17]([NH2:19])=[O:18].[I-].[Na+].C(=O)([O-])[O-].[K+].[K+].